Dataset: Catalyst prediction with 721,799 reactions and 888 catalyst types from USPTO. Task: Predict which catalyst facilitates the given reaction. Reactant: C([O-])([O-])=O.[K+].[K+].[SH:7][C:8]1[N:22]=[CH:21][CH:20]=[CH:19][C:9]=1[C:10]([NH:12][CH2:13][C:14]1[S:15][CH:16]=[CH:17][CH:18]=1)=[O:11].Br[CH2:24][CH2:25][S:26][CH:27]1[CH2:32][CH2:31][CH2:30][CH2:29][CH2:28]1.C(OCC)(=O)C.CCCCCC. Product: [CH:27]1([S:26][CH2:25][CH2:24][S:7][C:8]2[N:22]=[CH:21][CH:20]=[CH:19][C:9]=2[C:10]([NH:12][CH2:13][C:14]2[S:15][CH:16]=[CH:17][CH:18]=2)=[O:11])[CH2:32][CH2:31][CH2:30][CH2:29][CH2:28]1. The catalyst class is: 248.